Dataset: Full USPTO retrosynthesis dataset with 1.9M reactions from patents (1976-2016). Task: Predict the reactants needed to synthesize the given product. (1) Given the product [Br:3][C:4]1[CH:9]=[CH:8][C:7]([CH2:10][C:11](=[O:13])[CH2:10][C:7]2[CH:6]=[CH:5][C:4]([Br:3])=[CH:9][CH:8]=2)=[CH:6][CH:5]=1, predict the reactants needed to synthesize it. The reactants are: [H-].[Na+].[Br:3][C:4]1[CH:9]=[CH:8][C:7]([CH2:10][C:11]([O:13]CC)=O)=[CH:6][CH:5]=1.[H][H].Cl. (2) Given the product [CH2:10]([C:3]1[C:4]2[C:5](=[N:6][CH:7]=[CH:8][CH:9]=2)[NH:1][CH:2]=1)[CH3:11], predict the reactants needed to synthesize it. The reactants are: [NH:1]1[C:5]2=[N:6][CH:7]=[CH:8][CH:9]=[C:4]2[C:3]([C:10](=O)[CH3:11])=[CH:2]1.C([SiH](CC)CC)C.